This data is from Full USPTO retrosynthesis dataset with 1.9M reactions from patents (1976-2016). The task is: Predict the reactants needed to synthesize the given product. (1) Given the product [Cl:34][C:28]1[CH:29]=[CH:30][C:31]([Cl:33])=[CH:32][C:27]=1[C:26]([NH:25][CH2:24][C:23]([NH:22][C@H:17]([B:16]1[O:9][C:1](=[O:10])[C:2]2[CH:8]=[CH:7][CH:6]=[CH:5][C:3]=2[O:4]1)[CH2:18][CH:19]([CH3:21])[CH3:20])=[O:36])=[O:35], predict the reactants needed to synthesize it. The reactants are: [C:1]([OH:10])(=[O:9])[C:2]1[C:3](=[CH:5][CH:6]=[CH:7][CH:8]=1)[OH:4].O1[B:16]([C@@H:17]([NH:22][C:23](=[O:36])[CH2:24][NH:25][C:26](=[O:35])[C:27]2[CH:32]=[C:31]([Cl:33])[CH:30]=[CH:29][C:28]=2[Cl:34])[CH2:18][CH:19]([CH3:21])[CH3:20])O[B:16]([C@@H:17]([NH:22][C:23](=[O:36])[CH2:24][NH:25][C:26](=[O:35])[C:27]2[CH:32]=[C:31]([Cl:33])[CH:30]=[CH:29][C:28]=2[Cl:34])[CH2:18][CH:19]([CH3:21])[CH3:20])O[B:16]1[C@@H:17]([NH:22][C:23](=[O:36])[CH2:24][NH:25][C:26](=[O:35])[C:27]1[CH:32]=[C:31]([Cl:33])[CH:30]=[CH:29][C:28]=1[Cl:34])[CH2:18][CH:19]([CH3:21])[CH3:20]. (2) Given the product [N+:12]([C:3]1[CH:4]=[C:5]([NH:8][C:9](=[O:11])[CH3:10])[CH:6]=[CH:7][C:2]=1[NH:15][CH2:16][CH:17]1[CH2:22][CH2:21][O:20][CH2:19][CH2:18]1)([O-:14])=[O:13], predict the reactants needed to synthesize it. The reactants are: F[C:2]1[CH:7]=[CH:6][C:5]([NH:8][C:9](=[O:11])[CH3:10])=[CH:4][C:3]=1[N+:12]([O-:14])=[O:13].[NH2:15][CH2:16][CH:17]1[CH2:22][CH2:21][O:20][CH2:19][CH2:18]1. (3) Given the product [CH2:1]([O:8][CH2:9][C@@H:10]1[CH2:14][C@@H:13]([S:15][C:16]([C:29]2[CH:34]=[CH:33][CH:32]=[CH:31][CH:30]=2)([C:23]2[CH:24]=[CH:25][CH:26]=[CH:27][CH:28]=2)[C:17]2[CH:18]=[CH:19][CH:20]=[CH:21][CH:22]=2)[CH2:12][N:11]1[S:43]([OH:46])(=[O:45])=[O:44])[C:2]1[CH:3]=[CH:4][CH:5]=[CH:6][CH:7]=1, predict the reactants needed to synthesize it. The reactants are: [CH2:1]([O:8][CH2:9][CH:10]1[CH2:14][CH:13]([S:15][C:16]([C:29]2[CH:34]=[CH:33][CH:32]=[CH:31][CH:30]=2)([C:23]2[CH:28]=[CH:27][CH:26]=[CH:25][CH:24]=2)[C:17]2[CH:22]=[CH:21][CH:20]=[CH:19][CH:18]=2)[CH2:12][NH:11]1)[C:2]1[CH:7]=[CH:6][CH:5]=[CH:4][CH:3]=1.N1C=CC=CC=1C.Cl[S:43]([OH:46])(=[O:45])=[O:44].